This data is from Forward reaction prediction with 1.9M reactions from USPTO patents (1976-2016). The task is: Predict the product of the given reaction. (1) Given the reactants [CH:1]([C:4]1[C:8]([CH2:9][CH2:10][CH:11]=[O:12])=[CH:7][N:6]([C:13]2[CH:18]=[CH:17][C:16]([C:19]([F:22])([F:21])[F:20])=[CH:15][N:14]=2)[N:5]=1)([CH3:3])[CH3:2].[BH4-].[Na+].O.Cl, predict the reaction product. The product is: [CH:1]([C:4]1[C:8]([CH2:9][CH2:10][CH2:11][OH:12])=[CH:7][N:6]([C:13]2[CH:18]=[CH:17][C:16]([C:19]([F:20])([F:22])[F:21])=[CH:15][N:14]=2)[N:5]=1)([CH3:3])[CH3:2]. (2) The product is: [Cl:1][C:2]1[CH:3]=[C:4]([N+:12]([O-:14])=[O:13])[C:5]([CH3:11])=[C:6]([CH:7]=1)[NH2:8]. Given the reactants [Cl:1][C:2]1[CH:3]=[C:4]([N+:12]([O-:14])=[O:13])[C:5]([CH3:11])=[C:6]([N+:8]([O-])=O)[CH:7]=1.[NH4+]=S, predict the reaction product. (3) Given the reactants [NH2:1][C:2]1[C:3]([CH:12]=O)=[CH:4][CH:5]=[C:6]2[C:11]=1[N:10]=[CH:9][CH:8]=[CH:7]2.[OH-].[K+].O1CCO[CH2:18][CH2:17]1, predict the reaction product. The product is: [N:10]1[C:11]2[C:6](=[CH:5][CH:4]=[C:3]3[C:2]=2[N:1]=[CH:18][CH:17]=[CH:12]3)[CH:7]=[CH:8][CH:9]=1. (4) Given the reactants Cl.[NH2:2][CH2:3][CH2:4][S:5]([NH2:8])(=[O:7])=[O:6].C(Cl)CCl.C1C=CC2N(O)N=NC=2C=1.[C:23]([OH:31])(=O)[C:24]1[CH:29]=[CH:28][CH:27]=[CH:26][CH:25]=1.[Cl:32][C:33]1[C:54]([CH3:55])=[CH:53][C:36]([O:37][CH2:38][CH2:39][CH2:40][C:41]2[C:49]3[C:44](=[CH:45][CH:46]=[CH:47][CH:48]=3)[NH:43][C:42]=2[C:50](O)=[O:51])=[CH:35][C:34]=1[CH3:56], predict the reaction product. The product is: [C:23]([NH:2][CH2:3][CH2:4][S:5]([NH:8][C:50]([C:42]1[NH:43][C:44]2[C:49]([C:41]=1[CH2:40][CH2:39][CH2:38][O:37][C:36]1[CH:53]=[C:54]([CH3:55])[C:33]([Cl:32])=[C:34]([CH3:56])[CH:35]=1)=[CH:48][CH:47]=[CH:46][CH:45]=2)=[O:51])(=[O:7])=[O:6])(=[O:31])[C:24]1[CH:25]=[CH:26][CH:27]=[CH:28][CH:29]=1. (5) Given the reactants Cl.[O:2]([NH2:4])[CH3:3].[C:5]([C:7]1[CH:14]=[CH:13][CH:12]=[CH:11][C:8]=1[CH:9]=O)#[N:6].N1C=CC=CC=1, predict the reaction product. The product is: [CH3:3][O:2][N:4]=[CH:9][C:8]1[CH:11]=[CH:12][CH:13]=[CH:14][C:7]=1[C:5]#[N:6]. (6) Given the reactants Cl.[CH:2]([N:5]1[CH:13]=[C:12]2[C:7]([CH:8]=[CH:9][C:10]([C:14]3[O:18][N:17]=[C:16]([C:19]4[C:20]([CH3:29])=[C:21]5[C:26](=[CH:27][CH:28]=4)[CH2:25][NH:24][CH2:23][CH2:22]5)[N:15]=3)=[CH:11]2)=[N:6]1)([CH3:4])[CH3:3].Br[CH2:31][C:32]([O:34][C:35]([CH3:38])([CH3:37])[CH3:36])=[O:33], predict the reaction product. The product is: [C:35]([O:34][C:32](=[O:33])[CH2:31][N:24]1[CH2:23][CH2:22][C:21]2[C:26](=[CH:27][CH:28]=[C:19]([C:16]3[N:15]=[C:14]([C:10]4[CH:9]=[CH:8][C:7]5[C:12](=[CH:13][N:5]([CH:2]([CH3:4])[CH3:3])[N:6]=5)[CH:11]=4)[O:18][N:17]=3)[C:20]=2[CH3:29])[CH2:25]1)([CH3:38])([CH3:37])[CH3:36]. (7) Given the reactants [Cl:1][C:2]1[CH:7]=[CH:6][C:5]([C:8]2[CH:12]=[CH:11][NH:10][N:9]=2)=[CH:4][C:3]=1[CH2:13][NH:14][C:15](=[O:18])[O:16][CH3:17].CN[C@@H]1CCCC[C@H]1NC.C([O-])([O-])=O.[K+].[K+].Br[C:36]1[CH:37]=[CH:38][C:39]2[O:44][CH2:43][C:42]([C:45]([O:47][CH3:48])=[O:46])=[CH:41][C:40]=2[CH:49]=1, predict the reaction product. The product is: [Cl:1][C:2]1[CH:7]=[CH:6][C:5]([C:8]2[CH:12]=[CH:11][N:10]([C:36]3[CH:37]=[CH:38][C:39]4[O:44][CH2:43][C:42]([C:45]([O:47][CH3:48])=[O:46])=[CH:41][C:40]=4[CH:49]=3)[N:9]=2)=[CH:4][C:3]=1[CH2:13][NH:14][C:15]([O:16][CH3:17])=[O:18].